From a dataset of CYP1A2 inhibition data for predicting drug metabolism from PubChem BioAssay. Regression/Classification. Given a drug SMILES string, predict its absorption, distribution, metabolism, or excretion properties. Task type varies by dataset: regression for continuous measurements (e.g., permeability, clearance, half-life) or binary classification for categorical outcomes (e.g., BBB penetration, CYP inhibition). Dataset: cyp1a2_veith. (1) The molecule is O=C1c2ccccc2NC(c2ccncc2)N1c1ccccn1. The result is 0 (non-inhibitor). (2) The molecule is Cc1nc2ccccc2nc1SCC(=O)N1CCC(C)CC1. The result is 1 (inhibitor). (3) The drug is CCC(C)N1C(=O)C2C(C(=O)Nc3cccc(OC)c3)C3C=CC2(O3)C1C(=O)NC1CCCCC1C. The result is 0 (non-inhibitor). (4) The molecule is Cc1ccnc(N)c1. The result is 0 (non-inhibitor). (5) The result is 1 (inhibitor). The molecule is CCN(CC)CCOC(=O)[C@@H](c1ccccc1)C1CCCCC1. (6) The molecule is Cc1cc(Cc2cc(C)cc(C(C)(C)C)c2O)c(O)c(Cc2cc(C)cc(C(C)(C)C)c2O)c1. The result is 0 (non-inhibitor).